This data is from Forward reaction prediction with 1.9M reactions from USPTO patents (1976-2016). The task is: Predict the product of the given reaction. (1) Given the reactants [C:1]1([CH:7]2[CH2:11][CH2:10][CH2:9][CH:8]2[NH:12][C:13](=[O:15])[CH3:14])[CH:6]=[CH:5][CH:4]=[CH:3][CH:2]=1.[Cl:16][S:17](O)(=[O:19])=[O:18], predict the reaction product. The product is: [C:13]([NH:12][C@@H:8]1[CH2:9][CH2:10][CH2:11][C@H:7]1[C:1]1[CH:6]=[CH:5][C:4]([S:17]([Cl:16])(=[O:19])=[O:18])=[CH:3][CH:2]=1)(=[O:15])[CH3:14]. (2) Given the reactants [CH3:1][C:2]1[CH:10]=[CH:9][C:5]2[S:6][CH:7]=[CH:8][C:4]=2[CH:3]=1.[CH2:11]([O:13][CH2:14]C)C.C([Li])CCC.C(=O)=[O:22], predict the reaction product. The product is: [CH3:1][C:2]1[CH:10]=[CH:9][C:5]2[S:6][C:7]([C:11]([O:13][CH3:14])=[O:22])=[CH:8][C:4]=2[CH:3]=1. (3) Given the reactants Cl.[C:2]1([C:8]2[O:9][C:10]3[CH2:15][CH2:14][NH:13][CH2:12][C:11]=3[N:16]=2)[CH:7]=[CH:6][CH:5]=[CH:4][CH:3]=1.Cl[C:18]1[C:23]([C:24]#[N:25])=[CH:22][CH:21]=[CH:20][N:19]=1.CCN(C(C)C)C(C)C, predict the reaction product. The product is: [C:2]1([C:8]2[O:9][C:10]3[CH2:15][CH2:14][N:13]([C:18]4[N:19]=[CH:20][CH:21]=[CH:22][C:23]=4[C:24]#[N:25])[CH2:12][C:11]=3[N:16]=2)[CH:3]=[CH:4][CH:5]=[CH:6][CH:7]=1. (4) Given the reactants [C:1]([C:3]1[CH:4]=[C:5]([CH:8]=[CH:9][CH:10]=1)[CH2:6]Br)#[N:2].Cl.[CH3:12][O:13][C:14](=[O:17])[CH2:15][NH2:16].C([O-])(O)=O.[Na+].[Na+].[I-], predict the reaction product. The product is: [CH3:12][O:13][C:14](=[O:17])[CH2:15][N:16]([CH2:6][C:5]1[CH:8]=[CH:9][CH:10]=[C:3]([C:1]#[N:2])[CH:4]=1)[CH2:6][C:5]1[CH:8]=[CH:9][CH:10]=[C:3]([C:1]#[N:2])[CH:4]=1. (5) The product is: [C:19]([C:23]1[CH:28]=[C:27]([CH2:29][OH:30])[C:26]([CH3:31])=[CH:25][C:24]=1[S:32][C:3]1[C:4](=[O:18])[O:5][C:6]([CH:15]([CH3:16])[CH3:17])([CH2:8][CH2:9][C:10]2[S:11][CH:12]=[CH:13][N:14]=2)[CH2:7][C:2]=1[OH:1])([CH3:22])([CH3:21])[CH3:20]. Given the reactants [OH:1][C:2]1[CH2:7][C:6]([CH:15]([CH3:17])[CH3:16])([CH2:8][CH2:9][C:10]2[S:11][CH:12]=[CH:13][N:14]=2)[O:5][C:4](=[O:18])[CH:3]=1.[C:19]([C:23]1[CH:28]=[C:27]([CH2:29][OH:30])[C:26]([CH3:31])=[CH:25][C:24]=1[S:32]S(C1C=CC(C)=CC=1)(=O)=O)([CH3:22])([CH3:21])[CH3:20].C(=O)([O-])[O-].[K+].[K+], predict the reaction product. (6) Given the reactants [NH2:1][C:2]1[C:7]([CH3:8])=[CH:6][CH:5]=[CH:4][C:3]=1[NH:9][C:10]([C@:12]1([CH3:24])[CH2:16][CH2:15][CH2:14][N:13]1[C:17]([O:19][C:20]([CH3:23])([CH3:22])[CH3:21])=[O:18])=O.CC(O)=O, predict the reaction product. The product is: [CH3:24][C@@:12]1([C:10]2[NH:1][C:2]3[C:7]([CH3:8])=[CH:6][CH:5]=[CH:4][C:3]=3[N:9]=2)[CH2:16][CH2:15][CH2:14][N:13]1[C:17]([O:19][C:20]([CH3:23])([CH3:22])[CH3:21])=[O:18]. (7) Given the reactants [OH:1][C:2]1[CH:3]=[C:4]([CH:6]=[CH:7][CH:8]=1)[NH2:5].Cl[C:10]1[N:15]=[C:14]([NH:16][C:17]2[CH:18]=[C:19]3[C:24](=[CH:25][CH:26]=2)[N:23]=[CH:22][CH:21]=[CH:20]3)[C:13]([F:27])=[CH:12][N:11]=1, predict the reaction product. The product is: [F:27][C:13]1[C:14]([NH:16][C:17]2[CH:18]=[C:19]3[C:24](=[CH:25][CH:26]=2)[N:23]=[CH:22][CH:21]=[CH:20]3)=[N:15][C:10]([NH:5][C:4]2[CH:6]=[CH:7][CH:8]=[C:2]([OH:1])[CH:3]=2)=[N:11][CH:12]=1. (8) Given the reactants C(OC(=O)C)C.[ClH:7].C(O[C:13](=O)[N:14](C)[CH2:15][CH2:16][N:17]([CH2:25][CH2:26][CH2:27][O:28][C:29]1[CH:30]=[C:31]2[C:36](=[CH:37][CH:38]=1)[N:35]([CH3:39])[C:34](=[O:40])[CH:33]=[CH:32]2)[CH2:18][C:19]1[CH:24]=[CH:23][N:22]=[CH:21][CH:20]=1)(C)(C)C, predict the reaction product. The product is: [ClH:7].[ClH:7].[ClH:7].[CH3:39][N:35]1[C:36]2[C:31](=[CH:30][C:29]([O:28][CH2:27][CH2:26][CH2:25][N:17]([CH2:16][CH2:15][NH:14][CH3:13])[CH2:18][C:19]3[CH:24]=[CH:23][N:22]=[CH:21][CH:20]=3)=[CH:38][CH:37]=2)[CH:32]=[CH:33][C:34]1=[O:40].